This data is from Reaction yield outcomes from USPTO patents with 853,638 reactions. The task is: Predict the reaction yield, written as a fraction of the theoretical maximum amount of product (1.0 means a 100% yield; for example, 0.34 means a 34% yield). The reactants are [OH:1][CH:2]([CH2:21][OH:22])[CH2:3][O:4][C:5]1[CH:10]=[CH:9][C:8]([C:11]2[O:15][N:14]=[C:13]([C:16]([O:18][CH2:19][CH3:20])=[O:17])[CH:12]=2)=[CH:7][CH:6]=1.O.[C:24]1(C)[CH:29]=CC(S(O)(=O)=O)=C[CH:25]=1.COC(OC)(C)C. No catalyst specified. The product is [CH3:25][C:24]1([CH3:29])[O:1][C@@H:2]([CH2:3][O:4][C:5]2[CH:6]=[CH:7][C:8]([C:11]3[O:15][N:14]=[C:13]([C:16]([O:18][CH2:19][CH3:20])=[O:17])[CH:12]=3)=[CH:9][CH:10]=2)[CH2:21][O:22]1. The yield is 0.908.